This data is from Full USPTO retrosynthesis dataset with 1.9M reactions from patents (1976-2016). The task is: Predict the reactants needed to synthesize the given product. (1) Given the product [NH:84]1[C:13](=[O:14])[C:12]2[NH:17][CH:20]=[N:21][C:15]=2[NH:65][C:63]1=[O:64], predict the reactants needed to synthesize it. The reactants are: C([O-])(=O)C([O-])=O.[NH4+].[NH4+].[N]=O.C(O)[C:12]([NH2:17])([CH2:15]O)[CH2:13][OH:14].I[C:20]#[N:21].P([O-])([O-])([O-])=O.C(O)(=O)CCC(O)=O.[Li+].[OH-].CC1C(CCC(O)=O)=C(/C=C2/C(CCC(O)=O)=C(C)C(C=C3C(C)=C(C=C)[C:63]([NH:65]3)=[O:64])=N/2)NC=1/C=C1/C(C=C)=C(C)C(N/1)=O.CC1C(CCC(O)=O)=C(CC2NC(/C=C3/C(C=C)=C(C)C(N/3)=O)=C(C)C=2CCC(O)=O)[NH:84]C=1/C=C1/C(C)=C(C=C)C(N/1)=O. (2) Given the product [C:20]1([C:2]2[CH:3]=[C:4]([S:9]([C:12]3[CH:17]=[C:16]([C:2]4[CH:3]=[CH:4][CH:5]=[CH:6][CH:7]=4)[CH:15]=[C:14]([C:37]4[CH:42]=[CH:41][CH:40]=[CH:39][CH:38]=4)[CH:13]=3)(=[O:11])=[O:10])[CH:5]=[C:6]([C:12]3[CH:17]=[CH:16][CH:15]=[CH:14][CH:13]=3)[CH:7]=2)[CH:25]=[CH:24][CH:23]=[CH:22][CH:21]=1, predict the reactants needed to synthesize it. The reactants are: Cl[C:2]1[CH:3]=[C:4]([S:9]([C:12]2[CH:17]=[C:16](Cl)[CH:15]=[C:14](Cl)[CH:13]=2)(=[O:11])=[O:10])[CH:5]=[C:6](Cl)[CH:7]=1.[C:20]1(B(O)O)[CH:25]=[CH:24][CH:23]=[CH:22][CH:21]=1.P([O-])([O-])([O-])=O.[K+].[K+].[K+].[CH:37]1(P([CH:37]2[CH2:42][CH2:41][CH2:40][CH2:39][CH2:38]2)[CH:37]2[CH2:42][CH2:41][CH2:40][CH2:39][CH2:38]2)[CH2:42][CH2:41][CH2:40][CH2:39][CH2:38]1. (3) Given the product [Br:13][C:14]1[CH:15]=[C:16]([NH:17][CH:8]([C:5]2[CH:6]=[CH:7][C:2]([Cl:1])=[C:3]([CH3:12])[CH:4]=2)[CH2:9][CH3:10])[CH:18]=[CH:19][C:20]=1[CH3:21], predict the reactants needed to synthesize it. The reactants are: [Cl:1][C:2]1[CH:7]=[CH:6][C:5]([C:8](=O)[CH2:9][CH3:10])=[CH:4][C:3]=1[CH3:12].[Br:13][C:14]1[CH:15]=[C:16]([CH:18]=[CH:19][C:20]=1[CH3:21])[NH2:17].[B][B][B][B][B][B][B][B][B][B].